Predict the reactants needed to synthesize the given product. From a dataset of Full USPTO retrosynthesis dataset with 1.9M reactions from patents (1976-2016). (1) Given the product [CH2:27]([N:9]1[C:8]2[CH:31]=[CH:32][C:5]([C:3]([OH:4])=[O:2])=[CH:6][C:7]=2[N:11]=[C:10]1[NH:12][C:13]1[S:14][C:15]2[CH:21]=[C:20]([O:22][C:23]([F:24])([F:25])[F:26])[CH:19]=[CH:18][C:16]=2[N:17]=1)[CH:28]([CH3:30])[CH3:29], predict the reactants needed to synthesize it. The reactants are: C[O:2][C:3]([C:5]1[CH:32]=[CH:31][C:8]2[N:9]([CH2:27][CH:28]([CH3:30])[CH3:29])[C:10]([NH:12][C:13]3[S:14][C:15]4[CH:21]=[C:20]([O:22][C:23]([F:26])([F:25])[F:24])[CH:19]=[CH:18][C:16]=4[N:17]=3)=[N:11][C:7]=2[CH:6]=1)=[O:4].[OH-].[Li+].CO. (2) Given the product [Cl:22][C:11]1[CH:12]=[C:13]2[C:8](=[CH:9][CH:10]=1)[NH:7][C:6]1[CH:5]=[N:4][CH:3]=[C:2]([CH3:1])[C:14]2=1, predict the reactants needed to synthesize it. The reactants are: [CH3:1][C:2]1[C:14]2[C:13]3[C:8](=[CH:9][CH:10]=[CH:11][CH:12]=3)[NH:7][C:6]=2[CH:5]=[N:4][CH:3]=1.C1C(=O)N([Cl:22])C(=O)C1.C(=O)(O)[O-].[Na+].